This data is from Forward reaction prediction with 1.9M reactions from USPTO patents (1976-2016). The task is: Predict the product of the given reaction. (1) Given the reactants [N:1]1[CH:6]=[CH:5][C:4]([S:7][C:8]2[CH:13]=[CH:12][C:11]([C:14](=[O:16])[CH3:15])=[CH:10][C:9]=2[C:17]([F:20])([F:19])[F:18])=[CH:3][CH:2]=1.[OH:21]OS([O-])=O.[K+].[OH2:27], predict the reaction product. The product is: [N:1]1[CH:6]=[CH:5][C:4]([S:7]([C:8]2[CH:13]=[CH:12][C:11]([C:14](=[O:16])[CH3:15])=[CH:10][C:9]=2[C:17]([F:18])([F:20])[F:19])(=[O:21])=[O:27])=[CH:3][CH:2]=1. (2) Given the reactants [CH2:1]([O:3][C:4](=[O:23])[CH2:5][C:6]1[N:7]=[C:8]([NH:11][C:12](=[O:22])[CH:13](Br)[CH2:14][CH:15]2[CH2:20][CH2:19][CH2:18][CH2:17][CH2:16]2)[S:9][CH:10]=1)[CH3:2].C(=O)([O-])[O-].[K+].[K+].[CH3:30][O:31][C:32]1[CH:37]=[CH:36][C:35]([OH:38])=[CH:34][CH:33]=1.O, predict the reaction product. The product is: [CH2:1]([O:3][C:4](=[O:23])[CH2:5][C:6]1[N:7]=[C:8]([NH:11][C:12](=[O:22])[CH:13]([O:38][C:35]2[CH:36]=[CH:37][C:32]([O:31][CH3:30])=[CH:33][CH:34]=2)[CH2:14][CH:15]2[CH2:20][CH2:19][CH2:18][CH2:17][CH2:16]2)[S:9][CH:10]=1)[CH3:2]. (3) Given the reactants [OH-:1].[Na+].OO.[CH2:5]([NH:7][C:8]1[CH:15]=[C:14]([C:16]2[N:17]=[CH:18][CH:19]=[C:20]3[C:25]=2[N:24]=[CH:23][CH:22]=[C:21]3[N:26]2[CH:30]=[C:29]([C:31]3[CH:32]=[N:33][N:34]([CH3:36])[CH:35]=3)[N:28]=[CH:27]2)[CH:13]=[CH:12][C:9]=1[C:10]#[N:11])[CH3:6].O, predict the reaction product. The product is: [CH2:5]([NH:7][C:8]1[CH:15]=[C:14]([C:16]2[N:17]=[CH:18][CH:19]=[C:20]3[C:25]=2[N:24]=[CH:23][CH:22]=[C:21]3[N:26]2[CH:30]=[C:29]([C:31]3[CH:32]=[N:33][N:34]([CH3:36])[CH:35]=3)[N:28]=[CH:27]2)[CH:13]=[CH:12][C:9]=1[C:10]([NH2:11])=[O:1])[CH3:6]. (4) Given the reactants [CH2:1]([O:8][C:9]1[C:10](=[O:21])[CH:11]=[C:12]([CH2:15]OS(C)(=O)=O)[O:13][CH:14]=1)[C:2]1[CH:7]=[CH:6][CH:5]=[CH:4][CH:3]=1.[F-:22].C([N+](CCCC)(CCCC)CCCC)CCC, predict the reaction product. The product is: [CH2:1]([O:8][C:9]1[C:10](=[O:21])[CH:11]=[C:12]([CH2:15][F:22])[O:13][CH:14]=1)[C:2]1[CH:7]=[CH:6][CH:5]=[CH:4][CH:3]=1. (5) The product is: [N:12]1([C:2]2[S:3][CH:4]=[C:5]([C:7]([OH:9])=[O:8])[N:6]=2)[CH2:16][CH2:15][CH2:14][CH2:13]1. Given the reactants Cl[C:2]1[S:3][CH:4]=[C:5]([C:7]([O:9]CC)=[O:8])[N:6]=1.[NH:12]1[CH2:16][CH2:15][CH2:14][CH2:13]1.C(N(CC)C(C)C)C, predict the reaction product. (6) Given the reactants F[C:2]1[N:7]=[C:6]([N:8]2[C@@H:12]([CH:13]([CH3:15])[CH3:14])[CH2:11][O:10][C:9]2=[O:16])[CH:5]=[CH:4][N:3]=1.[F:17][C:18]1[CH:23]=[CH:22][C:21]([C:24]2[CH:25]=[N:26][C:27]([CH:30]([NH2:32])[CH3:31])=[N:28][CH:29]=2)=[CH:20][C:19]=1[CH3:33].C(N(C(C)C)CC)(C)C.O, predict the reaction product. The product is: [F:17][C:18]1[CH:23]=[CH:22][C:21]([C:24]2[CH:29]=[N:28][C:27]([CH:30]([NH:32][C:2]3[N:7]=[C:6]([N:8]4[C@@H:12]([CH:13]([CH3:15])[CH3:14])[CH2:11][O:10][C:9]4=[O:16])[CH:5]=[CH:4][N:3]=3)[CH3:31])=[N:26][CH:25]=2)=[CH:20][C:19]=1[CH3:33]. (7) Given the reactants [CH:1]1([C:4]([OH:6])=O)[CH2:3][CH2:2]1.CCN(C(C)C)C(C)C.CN(C(ON1N=NC2C=CC=NC1=2)=[N+](C)C)C.F[P-](F)(F)(F)(F)F.[OH:40][C:41]([C:43]([F:46])([F:45])[F:44])=[O:42].[F:47][CH:48]([F:77])[CH2:49][NH:50][C:51]1[N:52]=[C:53]2[CH2:75][CH:74]([CH3:76])[NH:73][CH2:72][C:54]2=[N:55][C:56]=1[N:57]1[CH2:62][CH2:61][CH:60]([O:63][C:64]2[CH:69]=[CH:68][C:67]([F:70])=[CH:66][C:65]=2[F:71])[CH2:59][CH2:58]1, predict the reaction product. The product is: [CH:1]1([C:4]([N:73]2[CH:74]([CH3:76])[CH2:75][C:53]3[C:54](=[N:55][C:56]([N:57]4[CH2:62][CH2:61][CH:60]([O:63][C:64]5[CH:69]=[CH:68][C:67]([F:70])=[CH:66][C:65]=5[F:71])[CH2:59][CH2:58]4)=[C:51]([NH:50][CH2:49][CH:48]([F:77])[F:47])[N:52]=3)[CH2:72]2)=[O:6])[CH2:3][CH2:2]1.[C:41]([OH:42])([C:43]([F:46])([F:45])[F:44])=[O:40]. (8) Given the reactants [C:1]([C:3]1[CH:8]=[N:7][N:6]2[CH:9]=[C:10]([C:13]([NH2:15])=O)[C:11]([CH3:12])=[C:5]2[C:4]=1[NH:16][C:17]1[CH:22]=[CH:21][C:20]([O:23][C:24]2[CH:29]=[CH:28][CH:27]=[CH:26][CH:25]=2)=[CH:19][CH:18]=1)#[N:2].COC1C=CC(P2(SP(C3C=CC(OC)=CC=3)(=S)S2)=[S:39])=CC=1, predict the reaction product. The product is: [C:1]([C:3]1[CH:8]=[N:7][N:6]2[CH:9]=[C:10]([C:13](=[S:39])[NH2:15])[C:11]([CH3:12])=[C:5]2[C:4]=1[NH:16][C:17]1[CH:22]=[CH:21][C:20]([O:23][C:24]2[CH:29]=[CH:28][CH:27]=[CH:26][CH:25]=2)=[CH:19][CH:18]=1)#[N:2].